This data is from Reaction yield outcomes from USPTO patents with 853,638 reactions. The task is: Predict the reaction yield, written as a fraction of the theoretical maximum amount of product (1.0 means a 100% yield; for example, 0.34 means a 34% yield). (1) The reactants are [N:1]1([C:7]2[N:12]=[C:11]([N:13]3[CH2:18][CH2:17][NH:16][CH2:15][CH2:14]3)[N:10]=[C:9]([C:19]3[CH:20]=[C:21]([OH:25])[CH:22]=[CH:23][CH:24]=3)[N:8]=2)[CH2:6][CH2:5][O:4][CH2:3][CH2:2]1.C(N(C(C)C)C(C)C)C.[Cl:35][CH2:36][C:37](Cl)=[O:38]. The catalyst is C(Cl)Cl. The product is [Cl:35][CH2:36][C:37]([N:16]1[CH2:17][CH2:18][N:13]([C:11]2[N:12]=[C:7]([N:1]3[CH2:2][CH2:3][O:4][CH2:5][CH2:6]3)[N:8]=[C:9]([C:19]3[CH:20]=[C:21]([OH:25])[CH:22]=[CH:23][CH:24]=3)[N:10]=2)[CH2:14][CH2:15]1)=[O:38]. The yield is 0.800. (2) The product is [CH2:1]([O:8][C:9]1[CH:14]=[CH:13][CH:12]=[C:11]([N:16]2[CH2:20][CH2:19][CH2:18][CH2:17]2)[N:10]=1)[C:2]1[CH:7]=[CH:6][CH:5]=[CH:4][CH:3]=1. The reactants are [CH2:1]([O:8][C:9]1[CH:14]=[CH:13][CH:12]=[C:11](Br)[N:10]=1)[C:2]1[CH:7]=[CH:6][CH:5]=[CH:4][CH:3]=1.[NH:16]1[CH2:20][CH2:19][CH2:18][CH2:17]1.CC(C)([O-])C.[Na+].C1(C)C=CC=CC=1. The catalyst is C(OCC)(=O)C.C1C=CC(/C=C/C(/C=C/C2C=CC=CC=2)=O)=CC=1.C1C=CC(/C=C/C(/C=C/C2C=CC=CC=2)=O)=CC=1.[Pd]. The yield is 0.920. (3) The reactants are C([Si](C)(C)[O:6][C:7]1([C:11]2[CH:16]=[CH:15][CH:14]=[CH:13][C:12]=2[C:17]2[CH:37]=[CH:36][C:20]3[NH:21][C:22]([CH2:24][O:25][C:26]4[CH:31]=[CH:30][C:29]([C:32]([F:35])([F:34])[F:33])=[CH:28][CH:27]=4)=[N:23][C:19]=3[CH:18]=2)[CH:9]([CH3:10])[O:8]1)(C)(C)C.O.C1(C)C(S(O)(=O)=O)=CC=CC=1. The catalyst is C1COCC1. The product is [OH:8][CH:9]([CH3:10])[C:7]([C:11]1[CH:16]=[CH:15][CH:14]=[CH:13][C:12]=1[C:17]1[CH:37]=[CH:36][C:20]2[NH:21][C:22]([CH2:24][O:25][C:26]3[CH:31]=[CH:30][C:29]([C:32]([F:34])([F:35])[F:33])=[CH:28][CH:27]=3)=[N:23][C:19]=2[CH:18]=1)=[O:6]. The yield is 0.890. (4) The reactants are N[C:2]1[CH:10]=[CH:9][CH:8]=[CH:7][C:3]=1[C:4]([NH2:6])=[O:5].[N:11]1C=CC=CC=1.[F:17][C:18]1[CH:26]=[CH:25][CH:24]=[CH:23][C:19]=1[C:20](Cl)=[O:21].Cl. The catalyst is C(Cl)(Cl)Cl. The product is [F:17][C:18]1[CH:26]=[CH:25][CH:24]=[CH:23][C:19]=1[C:20]([C:2]1[C:10]([NH2:11])=[CH:9][CH:8]=[CH:7][C:3]=1[C:4]([NH2:6])=[O:5])=[O:21]. The yield is 0.820. (5) The reactants are [NH2:1][C:2]1[CH:7]=[CH:6][CH:5]=[CH:4][C:3]=1[C:8]1[NH:9][C:10]2[C:15]([CH:16]=1)=[CH:14][CH:13]=[CH:12][CH:11]=2.[CH2:17]1[O:21][C:20]2[CH:22]=[C:23]([CH2:26][C:27](O)=[O:28])[CH:24]=[CH:25][C:19]=2[O:18]1. No catalyst specified. The product is [O:18]1[C:19]2[CH:25]=[CH:24][C:23]([CH2:26][C:27]([NH:1][C:2]3[CH:7]=[CH:6][CH:5]=[CH:4][C:3]=3[C:8]3[NH:9][C:10]4[C:15]([CH:16]=3)=[CH:14][CH:13]=[CH:12][CH:11]=4)=[O:28])=[CH:22][C:20]=2[O:21][CH2:17]1. The yield is 0.550.